This data is from Catalyst prediction with 721,799 reactions and 888 catalyst types from USPTO. The task is: Predict which catalyst facilitates the given reaction. (1) Reactant: [Cl:1][C:2]1[C:7]([Cl:8])=[CH:6][C:5]([NH2:9])=[C:4]([NH2:10])[CH:3]=1.[F:11][C:12]([F:18])([F:17])[CH2:13][C:14](O)=O. Product: [Cl:1][C:2]1[C:7]([Cl:8])=[CH:6][C:5]2[NH:9][C:14]([CH2:13][C:12]([F:18])([F:17])[F:11])=[N:10][C:4]=2[CH:3]=1. The catalyst class is: 33. (2) Reactant: [CH2:1]([N:3]1[CH2:8][CH2:7][N:6]([C:9]2[C:18]3[C:13](=[CH:14][CH:15]=[CH:16][CH:17]=3)[CH:12]=[C:11]([C:19]3[CH:24]=[CH:23][C:22]([S:25](=[O:38])(=[O:37])[NH:26][CH2:27][CH2:28][O:29]CC4C=CC=CC=4)=[CH:21][CH:20]=3)[N:10]=2)[CH2:5][CH2:4]1)[CH3:2].[ClH:39]. Product: [ClH:39].[ClH:39].[CH2:1]([N:3]1[CH2:8][CH2:7][N:6]([C:9]2[C:18]3[C:13](=[CH:14][CH:15]=[CH:16][CH:17]=3)[CH:12]=[C:11]([C:19]3[CH:20]=[CH:21][C:22]([S:25](=[O:38])(=[O:37])[NH:26][CH2:27][CH2:28][OH:29])=[CH:23][CH:24]=3)[N:10]=2)[CH2:5][CH2:4]1)[CH3:2]. The catalyst class is: 19. (3) Reactant: [NH:1]([C:37]([CH3:39])=[O:38])[C@H:2]([C:10]([NH:12][C@H:13]([C:34]([OH:36])=[O:35])[CH2:14][CH2:15][CH2:16][CH2:17][NH:18]C(=C1C(=O)CC(C)(C)CC1=O)CC(C)C)=[O:11])[CH2:3][C:4]1[CH:9]=[CH:8][CH:7]=[CH:6][CH:5]=1.O.NN. Product: [NH:1]([C:37]([CH3:39])=[O:38])[C@H:2]([C:10]([NH:12][C@H:13]([C:34]([OH:36])=[O:35])[CH2:14][CH2:15][CH2:16][CH2:17][NH2:18])=[O:11])[CH2:3][C:4]1[CH:5]=[CH:6][CH:7]=[CH:8][CH:9]=1. The catalyst class is: 3. (4) Reactant: [C:1]([C:5]1[N:10]=[C:9]([N:11]2[CH2:16][CH2:15][N:14]([CH2:17][CH2:18][CH2:19][CH2:20][NH2:21])[CH2:13][CH2:12]2)[CH:8]=[C:7]([CH:22]2[CH2:24][CH2:23]2)[N:6]=1)([CH3:4])([CH3:3])[CH3:2].C1N=CN([C:30]([N:32]2[CH:36]=N[CH:34]=[CH:33]2)=[O:31])C=1.C1[C:42]2[NH:43][C:44]3[C:49]([C:41]=2CCN1)=[CH:48][CH:47]=[CH:46][CH:45]=3. Product: [C:1]([C:5]1[N:10]=[C:9]([N:11]2[CH2:12][CH2:13][N:14]([CH2:17][CH2:18][CH2:19][CH2:20][NH:21][C:30]([N:32]3[CH2:33][CH2:34][C:42]4[NH:43][C:44]5[CH:45]=[CH:46][CH:47]=[CH:48][C:49]=5[C:41]=4[CH2:36]3)=[O:31])[CH2:15][CH2:16]2)[CH:8]=[C:7]([CH:22]2[CH2:24][CH2:23]2)[N:6]=1)([CH3:4])([CH3:2])[CH3:3]. The catalyst class is: 147. (5) Reactant: ON1C2C=CC=CC=2N=N1.Cl.C(N=C=NCCCN(C)C)C.[Br:23][C:24]1[CH:25]=[C:26]2[C:30](=[CH:31][CH:32]=1)[N:29]([CH2:33][CH2:34][CH2:35][O:36][CH3:37])[CH:28]=[C:27]2[CH2:38][NH:39][CH:40]1[CH2:42][CH2:41]1.[C:43]([O:47][C:48]([N:50]1[CH2:55][CH2:54][O:53][C@@H:52]([C:56](O)=[O:57])[CH2:51]1)=[O:49])([CH3:46])([CH3:45])[CH3:44]. Product: [Br:23][C:24]1[CH:25]=[C:26]2[C:30](=[CH:31][CH:32]=1)[N:29]([CH2:33][CH2:34][CH2:35][O:36][CH3:37])[CH:28]=[C:27]2[CH2:38][N:39]([CH:40]1[CH2:42][CH2:41]1)[C:56]([C@@H:52]1[O:53][CH2:54][CH2:55][N:50]([C:48]([O:47][C:43]([CH3:46])([CH3:45])[CH3:44])=[O:49])[CH2:51]1)=[O:57]. The catalyst class is: 42. (6) Reactant: Br[C:2]1[CH:7]=[CH:6][CH:5]=[CH:4][C:3]=1[C:8]#[C:9][CH3:10].[CH3:11][C:12]1[CH:13]=[C:14]2[C:19](=[CH:20][CH:21]=1)[CH:18]=[C:17](B(O)O)[CH:16]=[CH:15]2.C(=O)([O-])[O-].[K+].[K+]. Product: [CH3:11][C:12]1[CH:21]=[CH:20][C:19]2[C:14](=[CH:15][CH:16]=[C:17]([C:2]3[CH:7]=[CH:6][CH:5]=[CH:4][C:3]=3[C:8]#[C:9][CH3:10])[CH:18]=2)[CH:13]=1. The catalyst class is: 274. (7) Reactant: Cl.[NH2:2][C:3]1[C:4]([O:18][CH3:19])=[C:5]([NH:13][S:14]([CH3:17])(=[O:16])=[O:15])[CH:6]=[C:7]([C:9]([CH3:12])([CH3:11])[CH3:10])[CH:8]=1.C(OCC)(=O)C.[OH-].[Na+]. Product: [NH2:2][C:3]1[C:4]([O:18][CH3:19])=[C:5]([NH:13][S:14]([CH3:17])(=[O:16])=[O:15])[CH:6]=[C:7]([C:9]([CH3:11])([CH3:12])[CH3:10])[CH:8]=1. The catalyst class is: 6. (8) Product: [CH:26]1([NH:25][C:23]([C:18]2[CH:17]=[C:16]([C:13]3[CH:12]=[CH:11][C:10]([C:8]4[O:9][C:5]([CH2:4][CH:37]5[CH2:39][CH2:38]5)=[N:6][N:7]=4)=[CH:15][CH:14]=3)[C:21]([CH3:22])=[CH:20][CH:19]=2)=[O:24])[CH2:28][CH2:27]1. The catalyst class is: 8. Reactant: N([CH2:4][C:5]1[O:9][C:8]([C:10]2[CH:15]=[CH:14][C:13]([C:16]3[C:21]([CH3:22])=[CH:20][CH:19]=[C:18]([C:23]([NH:25][CH:26]4[CH2:28][CH2:27]4)=[O:24])[CH:17]=3)=[CH:12][CH:11]=2)=[N:7][N:6]=1)=[N+]=[N-].C(N(CC)CC)C.Cl.[CH:37]1(CC(=N)OCC)[CH2:39][CH2:38]1. (9) Reactant: [F:1][C:2]([F:17])([F:16])[C:3]1[N:4]=[C:5]([C:8]2[CH:13]=[CH:12][C:11]([CH2:14][OH:15])=[CH:10][CH:9]=2)[NH:6][CH:7]=1.[CH3:18][C:19]1[CH:20]=[C:21]([C:25]2[CH:30]=[CH:29][C:28](O)=[CH:27][C:26]=2[C:32]([F:35])([F:34])[F:33])[CH:22]=[CH:23][CH:24]=1.C1C=CC(P(C2C=CC=CC=2)C2C=CC=CC=2)=CC=1.N(C(OCC)=O)=NC(OCC)=O. Product: [CH3:18][C:19]1[CH:20]=[C:21]([C:25]2[CH:30]=[CH:29][C:28]([O:15][CH2:14][C:11]3[CH:10]=[CH:9][C:8]([C:5]4[NH:6][CH:7]=[C:3]([C:2]([F:1])([F:16])[F:17])[N:4]=4)=[CH:13][CH:12]=3)=[CH:27][C:26]=2[C:32]([F:33])([F:34])[F:35])[CH:22]=[CH:23][CH:24]=1. The catalyst class is: 1. (10) Reactant: [NH2:1][C:2]1[C:3]([NH:13][C@H:14]2[C@@H:18]3[O:19][C:20]([CH3:23])([CH3:22])[O:21][C@@H:17]3[C@@H:16]([O:24][CH2:25][CH2:26][OH:27])[CH2:15]2)=[N:4][C:5]([S:9][CH2:10][CH2:11][CH3:12])=[N:6][C:7]=1[Cl:8].C(O)(=O)C.[N:32]([O-])=O.[Na+]. Product: [Cl:8][C:7]1[C:2]2[N:1]=[N:32][N:13]([C@H:14]3[C@@H:18]4[O:19][C:20]([CH3:22])([CH3:23])[O:21][C@@H:17]4[C@@H:16]([O:24][CH2:25][CH2:26][OH:27])[CH2:15]3)[C:3]=2[N:4]=[C:5]([S:9][CH2:10][CH2:11][CH3:12])[N:6]=1. The catalyst class is: 69.